Dataset: Catalyst prediction with 721,799 reactions and 888 catalyst types from USPTO. Task: Predict which catalyst facilitates the given reaction. (1) Reactant: [CH3:1][O:2][CH:3]1[CH2:8][N:7](C(OCC2C=CC=CC=2)=O)[C@H:6]([CH3:19])[CH2:5][CH2:4]1.[H][H]. Product: [CH3:1][O:2][CH:3]1[CH2:8][NH:7][C@H:6]([CH3:19])[CH2:5][CH2:4]1. The catalyst class is: 78. (2) Reactant: C(Cl)(=O)C(Cl)=O.CS(C)=O.[C:11]1([C:39]2[CH:44]=[CH:43][CH:42]=[CH:41][CH:40]=2)[C:12]([C:17]([N:19]2[CH2:23][C@H:22]([OH:24])[CH2:21][C@H:20]2[CH2:25][NH:26][C:27]([C:29]2[CH:30]=[CH:31][CH:32]=[C:33]3[C:38]=2[N:37]=[CH:36][CH:35]=[CH:34]3)=[O:28])=[O:18])=[CH:13][CH:14]=[CH:15][CH:16]=1.CCN(CC)CC. Product: [C:11]1([C:39]2[CH:44]=[CH:43][CH:42]=[CH:41][CH:40]=2)[C:12]([C:17]([N:19]2[CH2:23][C:22](=[O:24])[CH2:21][C@H:20]2[CH2:25][NH:26][C:27]([C:29]2[CH:30]=[CH:31][CH:32]=[C:33]3[C:38]=2[N:37]=[CH:36][CH:35]=[CH:34]3)=[O:28])=[O:18])=[CH:13][CH:14]=[CH:15][CH:16]=1. The catalyst class is: 2. (3) Reactant: Br[C:2]1[CH:3]=[CH:4][CH:5]=[C:6]2[C:11]=1[N:10]=[C:9]([CH3:12])[CH:8]=[CH:7]2.[Li]CCCC.[CH3:18][C:19]1[C:20](=O)[CH:21]([CH3:26])[CH:22]([CH3:25])[C:23]=1[CH3:24].Cl.N. Product: [CH3:12][C:9]1[CH:8]=[CH:7][C:6]2[C:11](=[C:2]([C:20]3[CH:19]([CH3:18])[C:23]([CH3:24])=[C:22]([CH3:25])[C:21]=3[CH3:26])[CH:3]=[CH:4][CH:5]=2)[N:10]=1. The catalyst class is: 1. (4) Reactant: [Cl:1][C:2]1[CH:3]=[CH:4][C:5]2[CH2:11][CH2:10][CH2:9][CH2:8][N:7]([C:12]([O:14][C:15]([CH3:18])([CH3:17])[CH3:16])=[O:13])[C:6]=2[N:19]=1.[O-:20]S([O-])=O.[Na+].[Na+]. Product: [Cl:1][C:2]1[CH:3]=[CH:4][C:5]2[C:11](=[O:20])[CH2:10][CH2:9][CH2:8][N:7]([C:12]([O:14][C:15]([CH3:16])([CH3:18])[CH3:17])=[O:13])[C:6]=2[N:19]=1. The catalyst class is: 664. (5) Reactant: [CH3:1][O:2][C:3]1[CH:8]=[CH:7][C:6]([NH:9][C:10]([C:12]2[CH:17]=[CH:16][C:15]([Cl:18])=[CH:14][C:13]=2[Cl:19])=[NH:11])=[CH:5][CH:4]=1.Br[CH:21]([CH3:29])[C:22](=O)[C:23]([O:25][CH2:26][CH3:27])=[O:24].C([O-])(O)=O.[Na+]. Product: [Cl:19][C:13]1[CH:14]=[C:15]([Cl:18])[CH:16]=[CH:17][C:12]=1[C:10]1[N:9]([C:6]2[CH:5]=[CH:4][C:3]([O:2][CH3:1])=[CH:8][CH:7]=2)[C:21]([CH3:29])=[C:22]([C:23]([O:25][CH2:26][CH3:27])=[O:24])[N:11]=1. The catalyst class is: 41. (6) Reactant: [NH2:1][C:2]1[CH:10]=[C:9]2[C:5]([C:6]([CH3:14])([CH3:13])[C:7](=[O:12])[N:8]2[CH3:11])=[CH:4][CH:3]=1.[Cl:15][C:16]1[N:24]=[C:23]([CH3:25])[CH:22]=[CH:21][C:17]=1[C:18](O)=[O:19].CN(C(ON1N=NC2C=CC=NC1=2)=[N+](C)C)C.F[P-](F)(F)(F)(F)F.C(N(CC)C(C)C)(C)C.C([O-])([O-])=O.[Na+].[Na+]. Product: [Cl:15][C:16]1[N:24]=[C:23]([CH3:25])[CH:22]=[CH:21][C:17]=1[C:18]([NH:1][C:2]1[CH:10]=[C:9]2[C:5]([C:6]([CH3:14])([CH3:13])[C:7](=[O:12])[N:8]2[CH3:11])=[CH:4][CH:3]=1)=[O:19]. The catalyst class is: 3. (7) Reactant: CC1C=CC(S([O:11][CH2:12][C@@H:13]2[CH2:17][O:16][C:15](=[O:18])[NH:14]2)(=O)=O)=CC=1.C(=O)([O-])[O-].[K+].[K+].[Br:25][C:26]1[CH:31]=[CH:30][C:29](O)=[CH:28][CH:27]=1. Product: [Br:25][C:26]1[CH:31]=[CH:30][C:29]([O:11][CH2:12][C@@H:13]2[CH2:17][O:16][C:15](=[O:18])[NH:14]2)=[CH:28][CH:27]=1. The catalyst class is: 10.